Dataset: Full USPTO retrosynthesis dataset with 1.9M reactions from patents (1976-2016). Task: Predict the reactants needed to synthesize the given product. (1) Given the product [NH:1]([C:13]([O:15][C:16]([CH3:19])([CH3:18])[CH3:17])=[O:14])[C@H:2]([C:10]([NH:27][C@H:28]([C:36]([O:38][CH3:39])=[O:37])[CH2:29][C:30]1[CH:35]=[CH:34][CH:33]=[CH:32][CH:31]=1)=[O:12])[CH2:3][S:4][CH2:5][NH:6][C:7]([CH3:9])=[O:8], predict the reactants needed to synthesize it. The reactants are: [NH:1]([C:13]([O:15][C:16]([CH3:19])([CH3:18])[CH3:17])=[O:14])[C@H:2]([C:10]([OH:12])=O)[CH2:3][S:4][CH2:5][NH:6][C:7]([CH3:9])=[O:8].CN1CCOCC1.[NH2:27][C@H:28]([C:36]([O:38][CH3:39])=[O:37])[CH2:29][C:30]1[CH:35]=[CH:34][CH:33]=[CH:32][CH:31]=1.Cl. (2) The reactants are: [NH:1]1[C:10]2[C:5](=[CH:6][CH:7]=[CH:8][CH:9]=2)[NH:4][CH2:3][CH2:2]1.C(N(CC)CC)C.[CH2:18]([O:25][C:26]1[C:34]([Cl:35])=[CH:33][C:29]([C:30](Cl)=[O:31])=[CH:28][C:27]=1[Cl:36])[C:19]1[CH:24]=[CH:23][CH:22]=[CH:21][CH:20]=1.CO. Given the product [CH2:18]([O:25][C:26]1[C:27]([Cl:36])=[CH:28][C:29]([C:30]([N:1]2[C:10]3[C:5](=[CH:6][CH:7]=[CH:8][CH:9]=3)[NH:4][CH2:3][CH2:2]2)=[O:31])=[CH:33][C:34]=1[Cl:35])[C:19]1[CH:20]=[CH:21][CH:22]=[CH:23][CH:24]=1, predict the reactants needed to synthesize it.